From a dataset of Aqueous solubility values for 9,982 compounds from the AqSolDB database. Regression/Classification. Given a drug SMILES string, predict its absorption, distribution, metabolism, or excretion properties. Task type varies by dataset: regression for continuous measurements (e.g., permeability, clearance, half-life) or binary classification for categorical outcomes (e.g., BBB penetration, CYP inhibition). For this dataset (solubility_aqsoldb), we predict Y. (1) The molecule is NCc1ccc(CN)cc1. The Y is 1.18 log mol/L. (2) The molecule is CCCCCCCC/C=C\CCCCCCCCOC(=O)CCCCCC/C=C\CCCCCCCCC. The Y is -7.03 log mol/L. (3) The compound is Clc1cc(Cl)c(-c2cc(Cl)c(Cl)cc2Cl)c(Cl)c1. The Y is -8.12 log mol/L. (4) The Y is -5.26 log mol/L. The molecule is CCCCCCc1ccccc1. (5) The drug is C[C@H]1CCCC[C@@H]1C. The Y is -4.33 log mol/L.